The task is: Predict the reaction yield, written as a fraction of the theoretical maximum amount of product (1.0 means a 100% yield; for example, 0.34 means a 34% yield).. This data is from Reaction yield outcomes from USPTO patents with 853,638 reactions. (1) The reactants are Br[C:2]1[CH:7]=[CH:6][C:5]([NH:8][C:9]([C:11]2[NH:12][CH:13]=[C:14]([C:16]#[N:17])[N:15]=2)=[O:10])=[C:4]([C:18]2[CH2:23][CH2:22][C:21]([CH3:25])([CH3:24])[CH2:20][CH:19]=2)[CH:3]=1.[C:26]([N:29]1[CH2:34][CH2:33][C:32](=[O:35])[CH2:31][CH2:30]1)(=[O:28])[CH3:27]. The catalyst is CO.C(Cl)Cl. The product is [C:26]([N:29]1[CH2:34][CH2:33][C:32]([C:2]2[CH:7]=[CH:6][C:5]([NH:8][C:9]([C:11]3[NH:12][CH:13]=[C:14]([C:16]#[N:17])[N:15]=3)=[O:10])=[C:4]([C:18]3[CH2:23][CH2:22][C:21]([CH3:25])([CH3:24])[CH2:20][CH:19]=3)[CH:3]=2)([OH:35])[CH2:31][CH2:30]1)(=[O:28])[CH3:27]. The yield is 0.640. (2) The reactants are [O:1]1[CH2:6][CH2:5][O:4][C:3]2[C:7]([CH2:11][NH2:12])=[CH:8][CH:9]=[CH:10][C:2]1=2.[N:13]1[CH:18]=[CH:17][CH:16]=[CH:15][C:14]=1[CH2:19][CH2:20][NH2:21]. No catalyst specified. The product is [O:1]1[CH2:6][CH2:5][O:4][C:3]2[C:7]([CH2:11][NH:12][C:3](=[O:4])[C:2]([NH:21][CH2:20][CH2:19][C:14]3[CH:15]=[CH:16][CH:17]=[CH:18][N:13]=3)=[O:1])=[CH:8][CH:9]=[CH:10][C:2]1=2. The yield is 0.500. (3) The reactants are [C:1]([O:7][C:8]([CH3:11])([CH3:10])[CH3:9])(=[O:6])[CH2:2][C:3]([CH3:5])=O.[CH3:12][C:13]1[CH:20]=[C:19]([CH3:21])[CH:18]=[CH:17][C:14]=1[CH:15]=O.[NH4+:22].[OH-:23]. The catalyst is CCO.C(Cl)Cl. The product is [CH3:5][C:3]1[NH:22][C:3]([CH3:5])=[C:2]([C:1]([O:7][C:8]([CH3:11])([CH3:10])[CH3:9])=[O:23])[CH:15]([C:14]2[CH:17]=[CH:18][C:19]([CH3:21])=[CH:20][C:13]=2[CH3:12])[C:2]=1[C:1]([O:7][C:8]([CH3:11])([CH3:10])[CH3:9])=[O:6]. The yield is 0.190. (4) The reactants are [C:1]([O:4][C:5]1[CH:6]=[C:7]([CH:11]=[C:12]([O:14][C:15](=[O:17])[CH3:16])[CH:13]=1)[C:8](O)=[O:9])(=[O:3])[CH3:2].S(Cl)([Cl:20])=O. The catalyst is CN(C)C=O.C1(C)C=CC=CC=1. The product is [C:1]([O:4][C:5]1[CH:6]=[C:7]([CH:11]=[C:12]([O:14][C:15](=[O:17])[CH3:16])[CH:13]=1)[C:8]([Cl:20])=[O:9])(=[O:3])[CH3:2]. The yield is 0.955. (5) The reactants are [N:1]([C:4]1[CH:11]=[CH:10][C:7]([C:8]#[N:9])=[C:6]([C:12]([F:15])([F:14])[F:13])[CH:5]=1)=[C:2]=[S:3].[C:16]([C:18]1([NH:23][C:24]2[CH:31]=[CH:30][C:27]([C:28]#[N:29])=[C:26]([F:32])[CH:25]=2)[CH2:22][CH2:21][CH2:20][CH2:19]1)#N.C[OH:34].Cl. The catalyst is CN(C=O)C.O. The product is [C:28]([C:27]1[CH:30]=[CH:31][C:24]([N:23]2[C:18]3([CH2:22][CH2:21][CH2:20][CH2:19]3)[C:16](=[O:34])[N:1]([C:4]3[CH:11]=[CH:10][C:7]([C:8]#[N:9])=[C:6]([C:12]([F:13])([F:15])[F:14])[CH:5]=3)[C:2]2=[S:3])=[CH:25][C:26]=1[F:32])#[N:29]. The yield is 0.0700.